Dataset: Experimentally validated miRNA-target interactions with 360,000+ pairs, plus equal number of negative samples. Task: Binary Classification. Given a miRNA mature sequence and a target amino acid sequence, predict their likelihood of interaction. (1) The miRNA is cgr-miR-29b-3p with sequence UAGCACCAUUUGAAAUCAGUGUU. The protein sequence of the target gene is MTLTERLREKISRAFYNHGLLCASYPIPIILFTGFCILACCYPLLKLPLPGTGPVEFTTPVKDYSPPPVDSDRKQGEPTEQPEWYVGAPVAYVQQIFVKSSVFPWHKNLLAVDVFRSPLSRAFQLVEEIRNHVLRDSSGIRSLEELCLQVTDLLPGLRKLRNLLPEHGCLLLSPGNFWQNDWERFHADPDIIGTIHQHEPKTLQTSATLKDLLFGVPGKYSGVSLYTRKRMVSYTITLVFQHYHAKFLGSLRARLMLLHPSPNCSLRAESLVHVHFKEEIGVAELIPLVTTYIILFAYIY.... Result: 0 (no interaction). (2) The miRNA is hsa-miR-3680-5p with sequence GACUCACUCACAGGAUUGUGCA. The protein sequence of the target gene is MAIPGRQYGLILPKKTQQLHPVLQKPSVFGNDSDDDDETSVSESLQREAAKKQAMKQTKLEIQKALAEDATVYEYDSIYDEMQKKKEENNPKLLLGKDRKPKYIHNLLKAVEIRKKEQEKRMEKKIQREREMEKGEFDDKEAFVTSAYKKKLQERAEEEEREKRAAALEACLDVTKQKDLSGFYRHLLNQAVGEEEVPKCSFREARSGIKEEKSRGFSNEVSSKNRIPQEKCILQTDVKVEENPDADSDFDAKSSADDEIEETRVNCRREKVIETPENDFKHHRSQNHSRSPSEERGHST.... Result: 0 (no interaction). (3) The miRNA is hsa-miR-486-5p with sequence UCCUGUACUGAGCUGCCCCGAG. The protein sequence of the target gene is MSTNTDLSLSSYDEGQGSKFIRKAKETPFVPIGMAGFAAIVAYGLYKLKSRGNTKMSIHLIHMRVAAQGFVVGAMTLGMGYSMYQEFWANPKPKP. Result: 0 (no interaction).